Dataset: Reaction yield outcomes from USPTO patents with 853,638 reactions. Task: Predict the reaction yield, written as a fraction of the theoretical maximum amount of product (1.0 means a 100% yield; for example, 0.34 means a 34% yield). (1) The reactants are C[Si]([N-][Si](C)(C)C)(C)C.[Li+].F[C:12]1[CH:17]=[C:16]([O:18][CH3:19])[CH:15]=[CH:14][C:13]=1[C:20]1[NH:29][C:28](=[O:30])[C:27]2[C:22](=[CH:23][C:24]([O:33][CH3:34])=[CH:25][C:26]=2[O:31][CH3:32])[N:21]=1.[C:35]([O:39][C:40]([N:42]1[CH2:47][CH2:46][N:45]([CH2:48][CH2:49][CH2:50][NH2:51])[CH2:44][CH2:43]1)=[O:41])([CH3:38])([CH3:37])[CH3:36]. The catalyst is C1COCC1.[NH4+].[Cl-]. The product is [CH3:32][O:31][C:26]1[CH:25]=[C:24]([O:33][CH3:34])[CH:23]=[C:22]2[C:27]=1[C:28](=[O:30])[NH:29][C:20]([C:13]1[CH:14]=[CH:15][C:16]([O:18][CH3:19])=[CH:17][C:12]=1[NH:51][CH2:50][CH2:49][CH2:48][N:45]1[CH2:46][CH2:47][N:42]([C:40]([O:39][C:35]([CH3:38])([CH3:37])[CH3:36])=[O:41])[CH2:43][CH2:44]1)=[N:21]2. The yield is 0.220. (2) The reactants are [CH3:1][CH:2]1[CH2:8][CH2:7][NH:6][CH2:5][C:4]2[N:9]=[C:10]([C:12]3[CH:17]=[CH:16][CH:15]=[CH:14][N:13]=3)[O:11][C:3]1=2.CC(C1C=C(C(C)C)C(C2C=CC=CC=2P(C2CCCCC2)C2CCCCC2)=C(C(C)C)C=1)C.Br[C:53]1[CH:54]=[C:55]([CH:58]=[C:59]([F:61])[CH:60]=1)[C:56]#[N:57]. The catalyst is C1(C)C=CC=CC=1.C1C=CC(/C=C/C(/C=C/C2C=CC=CC=2)=O)=CC=1.C1C=CC(/C=C/C(/C=C/C2C=CC=CC=2)=O)=CC=1.C1C=CC(/C=C/C(/C=C/C2C=CC=CC=2)=O)=CC=1.[Pd].[Pd]. The product is [F:61][C:59]1[CH:58]=[C:55]([CH:54]=[C:53]([N:6]2[CH2:7][CH2:8][CH:2]([CH3:1])[C:3]3[O:11][C:10]([C:12]4[CH:17]=[CH:16][CH:15]=[CH:14][N:13]=4)=[N:9][C:4]=3[CH2:5]2)[CH:60]=1)[C:56]#[N:57]. The yield is 0.280. (3) The reactants are [NH2:1][C:2]1[CH:7]=[CH:6][C:5]([CH2:8][C:9]([O:11][CH3:12])=[O:10])=[CH:4][C:3]=1[Cl:13].[C:14]1([N:20]=[C:21]=[O:22])[CH:19]=[CH:18][CH:17]=[CH:16][CH:15]=1.CCN(CC)CC. The catalyst is C1COCC1. The product is [Cl:13][C:3]1[CH:4]=[C:5]([CH2:8][C:9]([O:11][CH3:12])=[O:10])[CH:6]=[CH:7][C:2]=1[NH:1][C:21]([NH:20][C:14]1[CH:19]=[CH:18][CH:17]=[CH:16][CH:15]=1)=[O:22]. The yield is 0.860. (4) The reactants are [C:1]([C:3]1[CH:4]=[C:5]([NH:10][C:11]2[C:12]3[CH:20]=[C:19](F)[N:18]=[CH:17][C:13]=3[N:14]=[CH:15][N:16]=2)[CH:6]=[CH:7][C:8]=1[Cl:9])#[CH:2].[CH3:22][O:23][C:24]1[CH:31]=[CH:30][C:27]([CH2:28][NH2:29])=[CH:26][CH:25]=1. The catalyst is CS(C)=O. The product is [Cl:9][C:8]1[CH:7]=[CH:6][C:5]([NH:10][C:11]2[C:12]3[CH:20]=[C:19]([NH:29][CH2:28][C:27]4[CH:30]=[CH:31][C:24]([O:23][CH3:22])=[CH:25][CH:26]=4)[N:18]=[CH:17][C:13]=3[N:14]=[CH:15][N:16]=2)=[CH:4][C:3]=1[C:1]#[CH:2]. The yield is 0.540. (5) The reactants are [C:1]([C:3]1[CH:4]=[C:5]2[C:10](=[CH:11][CH:12]=1)[CH:9]=[C:8](C(O)=O)[CH:7]=[CH:6]2)#[N:2].CC[N:18]([CH2:21]C)CC.C1C=CC(P(N=[N+]=[N-])(C2C=CC=CC=2)=[O:30])=CC=1.[CH3:40][C:41]([OH:44])([CH3:43])[CH3:42]. No catalyst specified. The product is [C:1]([C:3]1[CH:4]=[C:5]2[C:10](=[CH:11][CH:12]=1)[CH:9]=[C:8]([NH:18][C:21](=[O:30])[O:44][C:41]([CH3:43])([CH3:42])[CH3:40])[CH:7]=[CH:6]2)#[N:2]. The yield is 0.740.